This data is from Full USPTO retrosynthesis dataset with 1.9M reactions from patents (1976-2016). The task is: Predict the reactants needed to synthesize the given product. (1) Given the product [C:21]([O:24][C:25]([NH:1][C@@H:2]1[CH2:7][CH2:6][O:5][CH2:4][C@H:3]1[C:8]([O:10][CH2:11][CH3:12])=[O:9])=[O:26])([CH3:23])([CH3:22])[CH3:20], predict the reactants needed to synthesize it. The reactants are: [NH2:1][C@@H:2]1[CH2:7][CH2:6][O:5][CH2:4][C@H:3]1[C:8]([O:10][CH2:11][CH3:12])=[O:9].CCN(CC)CC.[CH3:20][C:21]([O:24][C:25](O[C:25]([O:24][C:21]([CH3:23])([CH3:22])[CH3:20])=[O:26])=[O:26])([CH3:23])[CH3:22]. (2) Given the product [CH:20]1[C:29]2[C:24](=[CH:25][CH:26]=[CH:27][CH:28]=2)[CH:23]=[CH:22][C:21]=1[CH2:30][NH:1][CH2:2][CH:3]1[CH:8]2[CH:4]1[CH2:5][N:6]([C:9]1[N:10]=[CH:11][C:12]([C:15]([O:17][CH2:18][CH3:19])=[O:16])=[CH:13][N:14]=1)[CH2:7]2, predict the reactants needed to synthesize it. The reactants are: [NH2:1][CH2:2][CH:3]1[CH:8]2[CH:4]1[CH2:5][N:6]([C:9]1[N:14]=[CH:13][C:12]([C:15]([O:17][CH2:18][CH3:19])=[O:16])=[CH:11][N:10]=1)[CH2:7]2.[CH:20]1[C:29]2[C:24](=[CH:25][CH:26]=[CH:27][CH:28]=2)[CH:23]=[CH:22][C:21]=1[CH:30]=O.[BH4-].[Na+].[NH4+].[Cl-]. (3) Given the product [CH3:28][N:29]1[CH2:30][CH2:31][N:32]([C:35]2[CH:36]=[CH:37][C:38]([NH:41][C:42](=[O:43])[C:44]3[CH:45]=[CH:46][C:47]([C:48]4[NH:10][C:9]5[CH:8]=[CH:7][C:6]([NH:13][C:14](=[O:27])[C:15]6[CH:20]=[CH:19][C:18]([N:21]7[CH2:26][CH2:25][O:24][CH2:23][CH2:22]7)=[CH:17][CH:16]=6)=[CH:5][C:4]=5[N:1]=4)=[CH:50][CH:51]=3)=[CH:39][CH:40]=2)[CH2:33][CH2:34]1, predict the reactants needed to synthesize it. The reactants are: [N+:1]([C:4]1[CH:5]=[C:6]([NH:13][C:14](=[O:27])[C:15]2[CH:20]=[CH:19][C:18]([N:21]3[CH2:26][CH2:25][O:24][CH2:23][CH2:22]3)=[CH:17][CH:16]=2)[CH:7]=[CH:8][C:9]=1[N+:10]([O-])=O)([O-])=O.[CH3:28][N:29]1[CH2:34][CH2:33][N:32]([C:35]2[CH:40]=[CH:39][C:38]([NH:41][C:42]([C:44]3[CH:51]=[CH:50][C:47]([CH:48]=O)=[CH:46][CH:45]=3)=[O:43])=[CH:37][CH:36]=2)[CH2:31][CH2:30]1. (4) Given the product [Cl:24][C:21]1[CH:22]=[CH:23][C:18]([CH:12]([C:13]2[S:14][CH:15]=[CH:16][N:17]=2)[C:9]2[CH:10]=[C:11]3[C:6](=[CH:7][CH:8]=2)[N:5]=[CH:4][N:3]=[C:2]3[NH:31][C:30]2[CH:32]=[CH:33][C:27]([C:26]([F:25])([F:34])[F:35])=[CH:28][CH:29]=2)=[CH:19][CH:20]=1, predict the reactants needed to synthesize it. The reactants are: Cl[C:2]1[C:11]2[C:6](=[CH:7][CH:8]=[C:9]([CH:12]([C:18]3[CH:23]=[CH:22][C:21]([Cl:24])=[CH:20][CH:19]=3)[C:13]3[S:14][CH:15]=[CH:16][N:17]=3)[CH:10]=2)[N:5]=[CH:4][N:3]=1.[F:25][C:26]([F:35])([F:34])[C:27]1[CH:33]=[CH:32][C:30]([NH2:31])=[CH:29][CH:28]=1. (5) Given the product [Br:7][C:8]1[CH:16]=[C:15]2[C:11]([CH2:12][C:13]3([CH2:3][CH2:2][C:1](=[O:5])[CH2:19][CH2:18]3)[C:14]2=[O:17])=[CH:10][CH:9]=1, predict the reactants needed to synthesize it. The reactants are: [C:1]([O:5]C)(=O)[CH:2]=[CH2:3].[Br:7][C:8]1[CH:16]=[C:15]2[C:11]([CH2:12][CH2:13][C:14]2=[O:17])=[CH:10][CH:9]=1.[CH3:18][C:19](C)([O-])C.[K+].[OH-].[K+]. (6) Given the product [CH3:20][NH:21][CH2:2][C:3]1[CH:4]=[CH:5][C:6]2[S:11][C:10]3[N:12]=[CH:13][CH:14]=[N:15][C:9]=3[N:8]([CH2:16][O:17][CH3:18])[C:7]=2[CH:19]=1, predict the reactants needed to synthesize it. The reactants are: Cl[CH2:2][C:3]1[CH:4]=[CH:5][C:6]2[S:11][C:10]3[N:12]=[CH:13][CH:14]=[N:15][C:9]=3[N:8]([CH2:16][O:17][CH3:18])[C:7]=2[CH:19]=1.[CH3:20][NH2:21]. (7) Given the product [CH2:1]([O:3][C:4]([C:6]1[N:7]([C@H:27]([CH3:29])[CH2:28][NH:24][C:22]([O:21][C:17]([CH3:20])([CH3:19])[CH3:18])=[O:23])[C:8]2[C:13]([CH:14]=1)=[CH:12][C:11]([F:15])=[C:10]([Cl:16])[CH:9]=2)=[O:5])[CH3:2], predict the reactants needed to synthesize it. The reactants are: [CH2:1]([O:3][C:4]([C:6]1[NH:7][C:8]2[C:13]([CH:14]=1)=[CH:12][C:11]([F:15])=[C:10]([Cl:16])[CH:9]=2)=[O:5])[CH3:2].[C:17]([O:21][C:22]([N:24]1[CH2:28][C@H:27]([CH3:29])OS1(=O)=O)=[O:23])([CH3:20])([CH3:19])[CH3:18]. (8) Given the product [C:33]([O:32][C:27]1[CH:26]=[C:25]([B:14]2[O:15][C:16]([CH3:21])([CH3:22])[C:17]([CH3:19])([CH3:20])[O:18]2)[CH:30]=[C:29]([F:31])[CH:28]=1)([CH3:36])([CH3:34])[CH3:35], predict the reactants needed to synthesize it. The reactants are: C([O-])(=O)C.[K+].[CH3:21][C:16]1([CH3:22])[C:17]([CH3:20])([CH3:19])[O:18][B:14]([B:14]2[O:18][C:17]([CH3:20])([CH3:19])[C:16]([CH3:22])([CH3:21])[O:15]2)[O:15]1.Br[C:25]1[CH:30]=[C:29]([F:31])[CH:28]=[C:27]([O:32][C:33]([CH3:36])([CH3:35])[CH3:34])[CH:26]=1.